From a dataset of Reaction yield outcomes from USPTO patents with 853,638 reactions. Predict the reaction yield, written as a fraction of the theoretical maximum amount of product (1.0 means a 100% yield; for example, 0.34 means a 34% yield). The product is [NH2:20][C:18]1[N:17]=[CH:16][N:15]=[C:14]2[N:13]([C@@H:21]3[CH2:26][CH2:25][CH2:24][N:23]([C:36]([C:35](=[CH:39][CH:40]([CH3:42])[CH3:41])[C:33]#[N:34])=[O:37])[CH2:22]3)[N:12]=[C:11]([C:8]3[CH:9]=[CH:10][C:5]([O:4][C:3]4[CH:28]=[CH:29][CH:30]=[C:31]([F:32])[C:2]=4[F:1])=[CH:6][C:7]=3[F:27])[C:19]=12. The yield is 0.400. The catalyst is C(Cl)Cl. The reactants are [F:1][C:2]1[C:31]([F:32])=[CH:30][CH:29]=[CH:28][C:3]=1[O:4][C:5]1[CH:10]=[CH:9][C:8]([C:11]2[C:19]3[C:14](=[N:15][CH:16]=[N:17][C:18]=3[NH2:20])[N:13]([C@@H:21]3[CH2:26][CH2:25][CH2:24][NH:23][CH2:22]3)[N:12]=2)=[C:7]([F:27])[CH:6]=1.[C:33]([C:35](=[CH:39][CH:40]([CH3:42])[CH3:41])[C:36](O)=[O:37])#[N:34].CCN(C(C)C)C(C)C.CN(C(ON1N=NC2C=CC=NC1=2)=[N+](C)C)C.F[P-](F)(F)(F)(F)F.